This data is from Peptide-MHC class I binding affinity with 185,985 pairs from IEDB/IMGT. The task is: Regression. Given a peptide amino acid sequence and an MHC pseudo amino acid sequence, predict their binding affinity value. This is MHC class I binding data. The peptide sequence is EVFEIIRSY. The MHC is HLA-B48:01 with pseudo-sequence HLA-B48:01. The binding affinity (normalized) is 0.0847.